Dataset: Merck oncology drug combination screen with 23,052 pairs across 39 cell lines. Task: Regression. Given two drug SMILES strings and cell line genomic features, predict the synergy score measuring deviation from expected non-interaction effect. (1) Drug 1: COC12C(COC(N)=O)C3=C(C(=O)C(C)=C(N)C3=O)N1CC1NC12. Drug 2: NC1(c2ccc(-c3nc4ccn5c(=O)[nH]nc5c4cc3-c3ccccc3)cc2)CCC1. Cell line: A375. Synergy scores: synergy=21.8. (2) Drug 1: O=C(NOCC(O)CO)c1ccc(F)c(F)c1Nc1ccc(I)cc1F. Drug 2: Cn1c(=O)n(-c2ccc(C(C)(C)C#N)cc2)c2c3cc(-c4cnc5ccccc5c4)ccc3ncc21. Cell line: OVCAR3. Synergy scores: synergy=44.7. (3) Drug 1: CN(Cc1cnc2nc(N)nc(N)c2n1)c1ccc(C(=O)NC(CCC(=O)O)C(=O)O)cc1. Drug 2: CS(=O)(=O)CCNCc1ccc(-c2ccc3ncnc(Nc4ccc(OCc5cccc(F)c5)c(Cl)c4)c3c2)o1. Cell line: PA1. Synergy scores: synergy=-24.5. (4) Drug 1: CCC1=CC2CN(C1)Cc1c([nH]c3ccccc13)C(C(=O)OC)(c1cc3c(cc1OC)N(C)C1C(O)(C(=O)OC)C(OC(C)=O)C4(CC)C=CCN5CCC31C54)C2. Drug 2: O=C(CCCCCCC(=O)Nc1ccccc1)NO. Cell line: COLO320DM. Synergy scores: synergy=17.1. (5) Drug 1: COc1cccc2c1C(=O)c1c(O)c3c(c(O)c1C2=O)CC(O)(C(=O)CO)CC3OC1CC(N)C(O)C(C)O1. Drug 2: CS(=O)(=O)CCNCc1ccc(-c2ccc3ncnc(Nc4ccc(OCc5cccc(F)c5)c(Cl)c4)c3c2)o1. Cell line: SW837. Synergy scores: synergy=35.2. (6) Drug 2: Cc1nc(Nc2ncc(C(=O)Nc3c(C)cccc3Cl)s2)cc(N2CCN(CCO)CC2)n1. Cell line: A2058. Synergy scores: synergy=41.6. Drug 1: CCN(CC)CCNC(=O)c1c(C)[nH]c(C=C2C(=O)Nc3ccc(F)cc32)c1C. (7) Drug 2: COC1CC2CCC(C)C(O)(O2)C(=O)C(=O)N2CCCCC2C(=O)OC(C(C)CC2CCC(OP(C)(C)=O)C(OC)C2)CC(=O)C(C)C=C(C)C(O)C(OC)C(=O)C(C)CC(C)C=CC=CC=C1C. Synergy scores: synergy=1.16. Drug 1: COC12C(COC(N)=O)C3=C(C(=O)C(C)=C(N)C3=O)N1CC1NC12. Cell line: UWB1289.